This data is from Reaction yield outcomes from USPTO patents with 853,638 reactions. The task is: Predict the reaction yield, written as a fraction of the theoretical maximum amount of product (1.0 means a 100% yield; for example, 0.34 means a 34% yield). (1) The reactants are [CH3:1][C:2]1[CH:6]=[C:5]([NH2:7])[N:4]([C:8]2[CH:13]=[CH:12][CH:11]=[C:10]([CH3:14])[N:9]=2)[N:3]=1.I[C:16]1[CH:24]=[CH:23][CH:22]=[CH:21][C:17]=1[C:18]([OH:20])=[O:19].C(=O)([O-])[O-].[K+].[K+].Cl. The catalyst is CN(C)C=O.C([O-])(=O)C.[Cu+2].C([O-])(=O)C.O. The product is [CH3:1][C:2]1[CH:6]=[C:5]([NH:7][C:16]2[CH:24]=[CH:23][CH:22]=[CH:21][C:17]=2[C:18]([OH:20])=[O:19])[N:4]([C:8]2[CH:13]=[CH:12][CH:11]=[C:10]([CH3:14])[N:9]=2)[N:3]=1. The yield is 0.920. (2) The reactants are [Si]([O:8][CH2:9][CH2:10][NH:11][S:12]([C:15]1[S:16][C:17]([C:20]2[N:25]=[C:24]([NH:26][C:27]3[CH:31]=[C:30]([CH:32]4[CH2:34][CH2:33]4)[NH:29][N:28]=3)[C:23]([C:35]#[CH:36])=[CH:22][N:21]=2)=[CH:18][CH:19]=1)(=[O:14])=[O:13])(C(C)(C)C)(C)C.[F-].C([N+](CCCC)(CCCC)CCCC)CCC. The catalyst is C1COCC1. The product is [CH:32]1([C:30]2[CH:31]=[C:27]([NH:26][C:24]3[C:23]([C:35]#[CH:36])=[CH:22][N:21]=[C:20]([C:17]4[S:16][C:15]([S:12]([NH:11][CH2:10][CH2:9][OH:8])(=[O:13])=[O:14])=[CH:19][CH:18]=4)[N:25]=3)[NH:28][N:29]=2)[CH2:34][CH2:33]1. The yield is 0.640. (3) The reactants are [Br:1][CH:2]([CH2:6][CH2:7][Br:8])[C:3]([OH:5])=[O:4].[CH3:9][C:10](O)([CH3:12])[CH3:11].OS(O)(=O)=O.C([O-])([O-])=O.[Na+].[Na+]. The catalyst is C(Cl)Cl. The product is [Br:1][CH:2]([CH2:6][CH2:7][Br:8])[C:3]([O:5][C:10]([CH3:12])([CH3:11])[CH3:9])=[O:4]. The yield is 0.390. (4) The yield is 0.509. The product is [CH2:27]([C:24]1[CH:25]=[CH:26][C:21]([Si:20]([C:31]2[CH:36]=[CH:35][C:34]([CH2:37][CH2:38][CH2:39][CH3:40])=[CH:33][CH:32]=2)([C:41]2[CH:46]=[CH:45][C:44]([CH2:47][CH2:48][CH2:49][CH3:50])=[CH:43][CH:42]=2)[C:15]2[CH:14]([CH3:16])[C:13]([CH3:17])=[C:12]([CH3:18])[C:11]=2[CH3:10])=[CH:22][CH:23]=1)[CH2:28][CH2:29][CH3:30]. The catalyst is O1CCCC1.C1(C)C=CC=CC=1. The reactants are [H-].[Na+].NC1C=CC=CC=1.[CH3:10][C:11]1[CH2:15][C:14]([CH3:16])=[C:13]([CH3:17])[C:12]=1[CH3:18].Cl[Si:20]([C:41]1[CH:46]=[CH:45][C:44]([CH2:47][CH2:48][CH2:49][CH3:50])=[CH:43][CH:42]=1)([C:31]1[CH:36]=[CH:35][C:34]([CH2:37][CH2:38][CH2:39][CH3:40])=[CH:33][CH:32]=1)[C:21]1[CH:26]=[CH:25][C:24]([CH2:27][CH2:28][CH2:29][CH3:30])=[CH:23][CH:22]=1.C(=O)([O-])O.[Na+].C(=O)([O-])[O-].[Na+].[Na+].